Regression. Given a peptide amino acid sequence and an MHC pseudo amino acid sequence, predict their binding affinity value. This is MHC class II binding data. From a dataset of Peptide-MHC class II binding affinity with 134,281 pairs from IEDB. (1) The peptide sequence is QGVTAEITPQASTTE. The MHC is DRB1_1302 with pseudo-sequence DRB1_1302. The binding affinity (normalized) is 0.182. (2) The binding affinity (normalized) is 0.265. The peptide sequence is PKDSDEFIPMKSSWG. The MHC is DRB1_1101 with pseudo-sequence DRB1_1101. (3) The peptide sequence is PGIKAQQSKLAQRRV. The MHC is DRB1_0404 with pseudo-sequence DRB1_0404. The binding affinity (normalized) is 0.644. (4) The peptide sequence is TPFPHRKGVLFNIQY. The MHC is DRB3_0202 with pseudo-sequence DRB3_0202. The binding affinity (normalized) is 0.727. (5) The peptide sequence is IRQAGVQYS. The MHC is DRB5_0101 with pseudo-sequence DRB5_0101. The binding affinity (normalized) is 0. (6) The peptide sequence is EVWNRVWITNNPHMQ. The MHC is DRB1_0404 with pseudo-sequence DRB1_0404. The binding affinity (normalized) is 0.756.